From a dataset of Catalyst prediction with 721,799 reactions and 888 catalyst types from USPTO. Predict which catalyst facilitates the given reaction. (1) Reactant: [CH2:1]([O:3][CH:4]([O:41][CH2:42][CH3:43])[C@@H:5]([N:7]([CH2:30][C:31]1[C:40]2[C:35](=[CH:36][CH:37]=[CH:38][CH:39]=2)[CH:34]=[CH:33][CH:32]=1)[C:8](=[O:29])[C@@H:9]([NH:11]C(=O)OCC1C2C=CC=CC=2C2C1=CC=CC=2)[CH3:10])[CH3:6])[CH3:2].N1CCCCC1.CC(=O)OCC.CO. Product: [NH2:11][C@@H:9]([CH3:10])[C:8]([N:7]([C@@H:5]([CH3:6])[CH:4]([O:41][CH2:42][CH3:43])[O:3][CH2:1][CH3:2])[CH2:30][C:31]1[C:40]2[C:35](=[CH:36][CH:37]=[CH:38][CH:39]=2)[CH:34]=[CH:33][CH:32]=1)=[O:29]. The catalyst class is: 4. (2) Reactant: Cl.[N:2]12[CH2:9][CH2:8][CH:5]([CH2:6][CH2:7]1)[CH:4]([C:10]([OH:12])=[O:11])[CH2:3]2.C(Cl)CCl.C1C=CC2N(O)N=NC=2C=1.[C:27]1([CH:33](O)[CH2:34][C:35]2[CH:40]=[CH:39][CH:38]=[CH:37][CH:36]=2)[CH:32]=[CH:31][CH:30]=[CH:29][CH:28]=1. Product: [N:2]12[CH2:9][CH2:8][CH:5]([CH2:6][CH2:7]1)[CH:4]([C:10]([O:12][CH:33]([C:27]1[CH:32]=[CH:31][CH:30]=[CH:29][CH:28]=1)[CH2:34][C:35]1[CH:40]=[CH:39][CH:38]=[CH:37][CH:36]=1)=[O:11])[CH2:3]2. The catalyst class is: 18. (3) Reactant: [OH2:1].[C:2]1([C:19]2[CH:24]=[CH:23][CH:22]=[CH:21][CH:20]=2)[CH:7]=[CH:6][C:5]([CH2:8][C@@H:9]([N:12]2C(=O)CCC2=O)[CH2:10][Cl:11])=[CH:4][CH:3]=1.Cl. Product: [ClH:11].[C:2]1([C:19]2[CH:24]=[CH:23][CH:22]=[CH:21][CH:20]=2)[CH:7]=[CH:6][C:5]([CH2:8][C@@H:9]([NH2:12])[CH2:10][OH:1])=[CH:4][CH:3]=1. The catalyst class is: 11. (4) The catalyst class is: 12. Reactant: IC1C2N=C(SC)N=C(NC3C=CC(OC4C=CC=CC=4)=CC=3)C=2C(=O)NC=1.C1(B(O)O)C=CC=CC=1.C(=O)([O-])[O-].[Na+].[Na+].CS[C:46]1[N:47]=[C:48]([NH:63][C:64]2[CH:69]=[CH:68][C:67]([O:70][C:71]3[CH:76]=[CH:75][CH:74]=[CH:73][CH:72]=3)=[CH:66][CH:65]=2)[C:49]2[C:55](=[O:56])[NH:54][CH:53]=[C:52]([C:57]3[CH:62]=[CH:61][CH:60]=[CH:59][CH:58]=3)[C:50]=2[N:51]=1.[OH:77][CH:78]1[CH2:83][CH2:82][NH:81][CH2:80][CH2:79]1. Product: [OH:77][CH:78]1[CH2:83][CH2:82][N:81]([C:46]2[N:47]=[C:48]([NH:63][C:64]3[CH:65]=[CH:66][C:67]([O:70][C:71]4[CH:76]=[CH:75][CH:74]=[CH:73][CH:72]=4)=[CH:68][CH:69]=3)[C:49]3[C:55](=[O:56])[NH:54][CH:53]=[C:52]([C:57]4[CH:58]=[CH:59][CH:60]=[CH:61][CH:62]=4)[C:50]=3[N:51]=2)[CH2:80][CH2:79]1. (5) Reactant: [CH:1]([C:3]1[CH:11]=[CH:10][C:6]([C:7]([OH:9])=[O:8])=[CH:5][C:4]=1[OH:12])=[O:2].[CH3:13][O:14][CH2:15][CH2:16][CH2:17]OS(C1C=CC(C)=CC=1)=O.[CH:28](N(C(C)C)CC)([CH3:30])[CH3:29].N[C@H]([C:50](O)=[O:51])CC1C=C2C(C=CC=C2)=CC=1. Product: [CH3:50][O:51][CH2:29][CH2:28][CH2:30][O:8][C:7](=[O:9])[C:6]1[CH:10]=[CH:11][C:3]([CH:1]=[O:2])=[C:4]([O:12][CH2:17][CH2:16][CH2:15][O:14][CH3:13])[CH:5]=1. The catalyst class is: 3. (6) Reactant: [ClH:1].O1CCOCC1.[CH3:8][C:9]1([CH3:38])[C:13]([CH3:15])([CH3:14])[O:12][B:11]([C:16]2[CH:17]=[C:18]([C:28]([O:30][CH2:31][C:32]3[CH:37]=[CH:36][CH:35]=[CH:34][CH:33]=3)=[O:29])[N:19](C(OC(C)(C)C)=O)[CH:20]=2)[O:10]1. Product: [CH3:14][C:13]1([CH3:15])[C:9]([CH3:8])([CH3:38])[O:10][B:11]([C:16]2[CH:17]=[C:18]([C:28]([O:30][CH2:31][C:32]3[CH:33]=[CH:34][CH:35]=[CH:36][CH:37]=3)=[O:29])[NH:19][CH:20]=2)[O:12]1.[ClH:1]. The catalyst class is: 2. (7) Reactant: [C:1]([O:5][C@@H:6]([C:11]1[C:26]([CH3:27])=[CH:25][C:14]2[N:15]=[C:16]([C:18]3[CH:23]=[CH:22][N:21]=[C:20](Cl)[N:19]=3)[S:17][C:13]=2[C:12]=1[C:28]1[CH:33]=[CH:32][C:31]([Cl:34])=[CH:30][CH:29]=1)[C:7]([O:9][CH3:10])=[O:8])([CH3:4])([CH3:3])[CH3:2].[CH3:35][N:36]([CH3:42])[C@H:37]1[CH2:41][CH2:40][NH:39][CH2:38]1. Product: [C:1]([O:5][C@@H:6]([C:11]1[C:26]([CH3:27])=[CH:25][C:14]2[N:15]=[C:16]([C:18]3[CH:23]=[CH:22][N:21]=[C:20]([N:39]4[CH2:40][CH2:41][C@H:37]([N:36]([CH3:42])[CH3:35])[CH2:38]4)[N:19]=3)[S:17][C:13]=2[C:12]=1[C:28]1[CH:29]=[CH:30][C:31]([Cl:34])=[CH:32][CH:33]=1)[C:7]([O:9][CH3:10])=[O:8])([CH3:3])([CH3:4])[CH3:2]. The catalyst class is: 12. (8) Reactant: [N:1]1([CH2:10][C:11]2[CH:16]=[CH:15][C:14]([C:17]3[O:18][C:19]([CH3:26])=[C:20]([C:22](OC)=[O:23])[N:21]=3)=[CH:13][CH:12]=2)[C:5]2[CH:6]=[CH:7][CH:8]=[CH:9][C:4]=2[N:3]=[CH:2]1.[H-].[H-].[H-].[H-].[Li+].[Al+3]. Product: [N:1]1([CH2:10][C:11]2[CH:12]=[CH:13][C:14]([C:17]3[O:18][C:19]([CH3:26])=[C:20]([CH2:22][OH:23])[N:21]=3)=[CH:15][CH:16]=2)[C:5]2[CH:6]=[CH:7][CH:8]=[CH:9][C:4]=2[N:3]=[CH:2]1. The catalyst class is: 1. (9) Reactant: [F:1][C:2]1[CH:11]=[CH:10][C:9]([OH:12])=[C:8]2[C:3]=1[CH:4]=[CH:5][CH:6]=[N:7]2.[S:13](O[S:13]([C:16]([F:19])([F:18])[F:17])(=[O:15])=[O:14])([C:16]([F:19])([F:18])[F:17])(=[O:15])=[O:14]. Product: [F:1][C:2]1[CH:11]=[CH:10][C:9]([O:12][S:13]([C:16]([F:19])([F:18])[F:17])(=[O:15])=[O:14])=[C:8]2[C:3]=1[CH:4]=[CH:5][CH:6]=[N:7]2. The catalyst class is: 2. (10) Reactant: [Br:1][C:2]1[CH:7]=[CH:6][C:5]([S:8]([N:11]([CH3:13])[CH3:12])(=[O:10])=[O:9])=[CH:4][CH:3]=1.C([Li])CCC.[CH3:19][O:20][C:21]1[CH:61]=[CH:60][C:24]([CH2:25][N:26]([CH2:51][C:52]2[CH:57]=[CH:56][C:55]([O:58][CH3:59])=[CH:54][CH:53]=2)[C:27]2[N:32]=[C:31]([CH3:33])[N:30]=[C:29]([C:34]3[C:35]([NH:42][C:43]4[CH:44]=[N:45][C:46]([O:49][CH3:50])=[CH:47][CH:48]=4)=[N:36][CH:37]=[C:38]([CH:41]=3)[CH:39]=[O:40])[N:28]=2)=[CH:23][CH:22]=1. Product: [CH3:59][O:58][C:55]1[CH:54]=[CH:53][C:52]([CH2:51][N:26]([CH2:25][C:24]2[CH:23]=[CH:22][C:21]([O:20][CH3:19])=[CH:61][CH:60]=2)[C:27]2[N:32]=[C:31]([CH3:33])[N:30]=[C:29]([C:34]3[CH:41]=[C:38]([CH:39]([OH:40])[C:6]4[CH:7]=[C:2]([Br:1])[CH:3]=[CH:4][C:5]=4[S:8]([N:11]([CH3:13])[CH3:12])(=[O:10])=[O:9])[CH:37]=[N:36][C:35]=3[NH:42][C:43]3[CH:44]=[N:45][C:46]([O:49][CH3:50])=[CH:47][CH:48]=3)[N:28]=2)=[CH:57][CH:56]=1. The catalyst class is: 1.